From a dataset of Merck oncology drug combination screen with 23,052 pairs across 39 cell lines. Regression. Given two drug SMILES strings and cell line genomic features, predict the synergy score measuring deviation from expected non-interaction effect. Drug 1: Nc1ccn(C2OC(CO)C(O)C2(F)F)c(=O)n1. Drug 2: COC1CC2CCC(C)C(O)(O2)C(=O)C(=O)N2CCCCC2C(=O)OC(C(C)CC2CCC(OP(C)(C)=O)C(OC)C2)CC(=O)C(C)C=C(C)C(O)C(OC)C(=O)C(C)CC(C)C=CC=CC=C1C. Cell line: T47D. Synergy scores: synergy=9.66.